This data is from Catalyst prediction with 721,799 reactions and 888 catalyst types from USPTO. The task is: Predict which catalyst facilitates the given reaction. (1) Reactant: [Cl:1][C:2]1[CH:3]=[C:4]([C@@H:9]2[O:15][CH2:14][CH2:13][N:12]([C:16]([O:18][C:19]([CH3:22])([CH3:21])[CH3:20])=[O:17])[CH2:11][C@H:10]2[C:23](=[O:29])[NH:24][S:25]([CH3:28])(=[O:27])=[O:26])[CH:5]=[CH:6][C:7]=1[Cl:8].[C:30](=O)([O-])[O-].[K+].[K+].CI. Product: [Cl:1][C:2]1[CH:3]=[C:4]([C@@H:9]2[O:15][CH2:14][CH2:13][N:12]([C:16]([O:18][C:19]([CH3:22])([CH3:21])[CH3:20])=[O:17])[CH2:11][C@H:10]2[C:23](=[O:29])[N:24]([CH3:30])[S:25]([CH3:28])(=[O:27])=[O:26])[CH:5]=[CH:6][C:7]=1[Cl:8]. The catalyst class is: 39. (2) Reactant: FC(F)(F)C(O)=O.[CH:8]1[C:20]2[CH:19]([CH2:21][O:22][C:23]([NH:25][CH2:26][CH2:27][CH2:28][CH2:29][CH2:30][CH2:31][CH2:32][CH2:33][CH2:34][CH2:35][CH2:36][CH2:37][CH2:38][CH2:39][CH2:40][CH2:41][C:42]([O:44]C(C)(C)C)=[O:43])=[O:24])[C:18]3[C:13](=[CH:14][CH:15]=[CH:16][CH:17]=3)[C:12]=2[CH:11]=[CH:10][CH:9]=1. Product: [CH:17]1[C:18]2[CH:19]([CH2:21][O:22][C:23]([NH:25][CH2:26][CH2:27][CH2:28][CH2:29][CH2:30][CH2:31][CH2:32][CH2:33][CH2:34][CH2:35][CH2:36][CH2:37][CH2:38][CH2:39][CH2:40][CH2:41][C:42]([OH:44])=[O:43])=[O:24])[C:20]3[C:12](=[CH:11][CH:10]=[CH:9][CH:8]=3)[C:13]=2[CH:14]=[CH:15][CH:16]=1. The catalyst class is: 4. (3) Reactant: [CH:1]1([CH2:4][O:5][C:6]2[CH:7]=[C:8]([C:15]3([C:19]([O:21][CH2:22][CH3:23])=[O:20])[CH2:18][CH2:17][CH2:16]3)[CH:9]=[CH:10][C:11]=2[N+:12]([O-])=O)[CH2:3][CH2:2]1. Product: [NH2:12][C:11]1[CH:10]=[CH:9][C:8]([C:15]2([C:19]([O:21][CH2:22][CH3:23])=[O:20])[CH2:18][CH2:17][CH2:16]2)=[CH:7][C:6]=1[O:5][CH2:4][CH:1]1[CH2:3][CH2:2]1. The catalyst class is: 105. (4) Reactant: [C:1](=O)([O-])[O-].[K+].[K+].Cl[C:8]1[CH:13]=[CH:12][C:11]([N+:14]([O-:16])=[O:15])=[CH:10]N=1.Cl.Cl.[OH:19][C:20]1[CH:25]=[CH:24][C:23]([N:26]2[CH2:31][CH2:30][NH:29][CH2:28][CH2:27]2)=[CH:22][CH:21]=1.[C:32](O[C:32]([O:34][C:35]([CH3:38])([CH3:37])[CH3:36])=[O:33])([O:34][C:35]([CH3:38])([CH3:37])[CH3:36])=[O:33]. Product: [C:35]([O:34][C:32]([N:29]1[CH2:30][CH2:31][N:26]([C:23]2[CH:22]=[CH:21][C:20]([O:19][C:8]3[CH:1]=[CH:10][C:11]([N+:14]([O-:16])=[O:15])=[CH:12][CH:13]=3)=[CH:25][CH:24]=2)[CH2:27][CH2:28]1)=[O:33])([CH3:38])([CH3:37])[CH3:36]. The catalyst class is: 39. (5) Reactant: [N:1]1[C:10]2[C:5](=[CH:6][N:7]=[CH:8][CH:9]=2)[CH:4]=[CH:3][C:2]=1[C:11]([OH:13])=O.O.ON1C2C=CC=CC=2N=N1.[CH2:25]([O:27][C:28]1[CH:35]=[CH:34][CH:33]=[CH:32][C:29]=1[CH2:30][NH2:31])[CH3:26].CCCCCC.C(OCC)(=O)C. Product: [CH2:25]([O:27][C:28]1[CH:35]=[CH:34][CH:33]=[CH:32][C:29]=1[CH2:30][NH:31][C:11]([C:2]1[CH:3]=[CH:4][C:5]2[C:10](=[CH:9][CH:8]=[N:7][CH:6]=2)[N:1]=1)=[O:13])[CH3:26]. The catalyst class is: 39. (6) Reactant: [C:1]1([CH3:26])[CH:6]=[CH:5][C:4]([N:7]2[CH:12]=[CH:11][C:10]([CH2:13][CH2:14][CH2:15][CH2:16][CH2:17][C:18]3[N:19]=[N:20][NH:21][CH:22]=3)=[C:9]([O:23]C)[C:8]2=[S:25])=[CH:3][CH:2]=1.B(Br)(Br)Br. Product: [C:1]1([CH3:26])[CH:6]=[CH:5][C:4]([N:7]2[CH:12]=[CH:11][C:10]([CH2:13][CH2:14][CH2:15][CH2:16][CH2:17][C:18]3[N:19]=[N:20][NH:21][CH:22]=3)=[C:9]([OH:23])[C:8]2=[S:25])=[CH:3][CH:2]=1. The catalyst class is: 2. (7) Reactant: [NH2:1][C:2]1[C:11]2[N:12]=[C:13]([CH2:41][CH2:42][O:43][CH3:44])[N:14]([CH2:15][CH2:16][CH2:17][CH2:18][N:19]([CH2:25][C:26]3[CH:27]=[C:28]([CH:38]=[CH:39][CH:40]=3)[O:29][C:30]([CH3:37])([CH3:36])[C:31]([O:33]CC)=[O:32])[CH2:20][CH2:21][N:22]([CH3:24])[CH3:23])[C:10]=2[C:9]2[CH:8]=[CH:7][CH:6]=[CH:5][C:4]=2[N:3]=1.[OH-].[Na+].Cl. Product: [NH2:1][C:2]1[C:11]2[N:12]=[C:13]([CH2:41][CH2:42][O:43][CH3:44])[N:14]([CH2:15][CH2:16][CH2:17][CH2:18][N:19]([CH2:25][C:26]3[CH:27]=[C:28]([CH:38]=[CH:39][CH:40]=3)[O:29][C:30]([CH3:37])([CH3:36])[C:31]([OH:33])=[O:32])[CH2:20][CH2:21][N:22]([CH3:24])[CH3:23])[C:10]=2[C:9]2[CH:8]=[CH:7][CH:6]=[CH:5][C:4]=2[N:3]=1. The catalyst class is: 220. (8) Reactant: [CH3:1][O:2][C:3]1[CH:4]=[C:5]([CH2:11][C:12]([C:14]2[CH:19]=[CH:18][CH:17]=[CH:16][CH:15]=2)=O)[CH:6]=[CH:7][C:8]=1[O:9][CH3:10].[CH2:20]([O:22][C:23]1[CH:24]=[C:25]([CH:28]=[C:29]([N+:32]([O-:34])=[O:33])[C:30]=1[OH:31])[CH:26]=O)[CH3:21].[NH2:35][C:36]([NH2:38])=[O:37].Cl. Product: [CH3:1][O:2][C:3]1[CH:4]=[C:5]([C:11]2[CH:26]([C:25]3[CH:28]=[C:29]([N+:32]([O-:34])=[O:33])[C:30]([OH:31])=[C:23]([O:22][CH2:20][CH3:21])[CH:24]=3)[NH:35][C:36](=[O:37])[NH:38][C:12]=2[C:14]2[CH:19]=[CH:18][CH:17]=[CH:16][CH:15]=2)[CH:6]=[CH:7][C:8]=1[O:9][CH3:10]. The catalyst class is: 8. (9) Reactant: [NH2:1][C:2]1[CH:3]=[C:4]2[C:10]3([CH2:15][CH2:14][O:13][CH2:12][CH2:11]3)[C:9](=[O:16])[N:8]([CH3:17])[C:5]2=[CH:6][CH:7]=1.[C:18]([C:20]1[CH:25]=[CH:24][C:23]([CH2:26][S:27](Cl)(=[O:29])=[O:28])=[CH:22][CH:21]=1)#[N:19].N1C=CC=CC=1. Product: [C:18]([C:20]1[CH:21]=[CH:22][C:23]([CH2:26][S:27]([NH:1][C:2]2[CH:3]=[C:4]3[C:10]4([CH2:11][CH2:12][O:13][CH2:14][CH2:15]4)[C:9](=[O:16])[N:8]([CH3:17])[C:5]3=[CH:6][CH:7]=2)(=[O:28])=[O:29])=[CH:24][CH:25]=1)#[N:19]. The catalyst class is: 10.